This data is from Catalyst prediction with 721,799 reactions and 888 catalyst types from USPTO. The task is: Predict which catalyst facilitates the given reaction. (1) Reactant: [N:1]1([S:7]([N:10]2[CH2:15][CH2:14][O:13][C:12]3[N:16]=[CH:17][C:18]([C:20](Cl)=[O:21])=[CH:19][C:11]2=3)(=[O:9])=[O:8])[CH2:6][CH2:5][CH2:4][CH2:3][CH2:2]1.[C:23]([NH2:27])([CH3:26])([CH3:25])[CH3:24]. Product: [C:23]([NH:27][C:20]([C:18]1[CH:17]=[N:16][C:12]2[O:13][CH2:14][CH2:15][N:10]([S:7]([N:1]3[CH2:6][CH2:5][CH2:4][CH2:3][CH2:2]3)(=[O:9])=[O:8])[C:11]=2[CH:19]=1)=[O:21])([CH3:26])([CH3:25])[CH3:24]. The catalyst class is: 326. (2) Reactant: [CH3:1][O:2][C:3](=[O:27])[CH2:4][C:5]1[CH:10]=[CH:9][C:8]([C:11]#[C:12][C:13]2[CH:22]=[CH:21][C:20]3[C:19](=[O:23])[CH2:18][CH2:17][C:16]([CH3:25])([CH3:24])[C:15]=3[CH:14]=2)=[CH:7][C:6]=1[F:26].C(C1C=C(C)C=C(C(C)(C)C)N=1)(C)(C)C.[F:43][C:44]([F:57])([F:56])[S:45](O[S:45]([C:44]([F:57])([F:56])[F:43])(=[O:47])=[O:46])(=[O:47])=[O:46]. Product: [CH3:1][O:2][C:3](=[O:27])[CH2:4][C:5]1[CH:10]=[CH:9][C:8]([C:11]#[C:12][C:13]2[CH:22]=[CH:21][C:20]3[C:19]([O:23][S:45]([C:44]([F:57])([F:56])[F:43])(=[O:47])=[O:46])=[CH:18][CH2:17][C:16]([CH3:24])([CH3:25])[C:15]=3[CH:14]=2)=[CH:7][C:6]=1[F:26]. The catalyst class is: 46. (3) Reactant: Br[C:2]1[CH:7]=[CH:6][C:5]([CH3:8])=[CH:4][CH:3]=1.[Li]C(C)(C)C.[Br:14][C:15]1[CH:16]=[C:17]([CH:23]=[CH:24][CH:25]=1)[C:18](N(C)C)=[O:19].O. Product: [Br:14][C:15]1[CH:16]=[C:17]([C:18]([C:2]2[CH:7]=[CH:6][C:5]([CH3:8])=[CH:4][CH:3]=2)=[O:19])[CH:23]=[CH:24][CH:25]=1. The catalyst class is: 773. (4) Reactant: [OH:1][C:2]1[C:7]([CH:8]([CH3:10])[CH3:9])=[N:6][N:5]([CH2:11][C:12]2[CH:17]=[CH:16][CH:15]=[CH:14][C:13]=2[N+:18]([O-:20])=[O:19])[C:4](=[O:21])[C:3]=1[C:22](OCC)=[O:23].[H-].[Na+].[N+:29](C1C=CC=CC=1CBr)([O-])=O.Cl.CC[O:43][C:44]([CH3:46])=[O:45]. Product: [OH:1][C:2]1[C:7]([CH:8]([CH3:9])[CH3:10])=[N:6][N:5]([CH2:11][C:12]2[CH:17]=[CH:16][CH:15]=[CH:14][C:13]=2[N+:18]([O-:20])=[O:19])[C:4](=[O:21])[C:3]=1[C:22]([NH:29][CH2:46][C:44]([OH:43])=[O:45])=[O:23]. The catalyst class is: 35.